From a dataset of Reaction yield outcomes from USPTO patents with 853,638 reactions. Predict the reaction yield, written as a fraction of the theoretical maximum amount of product (1.0 means a 100% yield; for example, 0.34 means a 34% yield). (1) The reactants are [CH2:1]([O:3][C:4]([C:6]1[S:10][C:9]([NH2:11])=[N:8][C:7]=1[CH3:12])=[O:5])[CH3:2].[CH3:13][S:14](Cl)(=[O:16])=[O:15]. The catalyst is ClCCl.N1C=CC=CC=1. The product is [CH2:1]([O:3][C:4]([C:6]1[S:10][C:9]([NH:11][S:14]([CH3:13])(=[O:16])=[O:15])=[N:8][C:7]=1[CH3:12])=[O:5])[CH3:2]. The yield is 0.870. (2) The reactants are [C:1]([N:20]1[CH2:25][CH2:24][C:23]2=[CH:26][C:27](=[O:29])[S:28][CH:22]2[CH2:21]1)([C:14]1[CH:19]=[CH:18][CH:17]=[CH:16][CH:15]=1)([C:8]1[CH:13]=[CH:12][CH:11]=[CH:10][CH:9]=1)[C:2]1[CH:7]=[CH:6][CH:5]=[CH:4][CH:3]=1.Cl[CH2:31][CH2:32][CH2:33][N:34]1[CH2:39][CH2:38][CH2:37][CH2:36][CH2:35]1.C([O-])([O-])=O.[Cs+].[Cs+]. The catalyst is CN(C=O)C. The product is [N:34]1([CH2:33][CH2:32][CH2:31][O:29][C:27]2[S:28][C:22]3[CH2:21][N:20]([C:1]([C:14]4[CH:19]=[CH:18][CH:17]=[CH:16][CH:15]=4)([C:2]4[CH:7]=[CH:6][CH:5]=[CH:4][CH:3]=4)[C:8]4[CH:9]=[CH:10][CH:11]=[CH:12][CH:13]=4)[CH2:25][CH2:24][C:23]=3[CH:26]=2)[CH2:39][CH2:38][CH2:37][CH2:36][CH2:35]1. The yield is 0.840.